Dataset: Forward reaction prediction with 1.9M reactions from USPTO patents (1976-2016). Task: Predict the product of the given reaction. (1) Given the reactants [CH3:1][NH:2][CH2:3][CH2:4][NH:5][CH3:6].[C:7]([O:14]CC)(=O)[C:8]([O:10]CC)=O, predict the reaction product. The product is: [CH3:1][N:2]1[CH2:3][CH2:4][N:5]([CH3:6])[C:7](=[O:14])[C:8]1=[O:10]. (2) Given the reactants [CH3:1][S:2]([C:5]1[CH:10]=[CH:9][C:8]([C:11]2[N:16]=[CH:15][C:14]([CH2:17][NH:18][CH:19]3[CH2:24][CH2:23][N:22]([C:25]([O:27][C:28]([CH3:31])([CH3:30])[CH3:29])=[O:26])[CH2:21][CH2:20]3)=[CH:13][CH:12]=2)=[CH:7][CH:6]=1)(=[O:4])=[O:3].[F:32][C:33]([F:38])([F:37])[CH2:34][CH:35]=O.[BH-](OC(C)=O)(OC(C)=O)OC(C)=O.[Na+].[OH-].[Na+], predict the reaction product. The product is: [CH3:1][S:2]([C:5]1[CH:10]=[CH:9][C:8]([C:11]2[N:16]=[CH:15][C:14]([CH2:17][N:18]([CH2:35][CH2:34][C:33]([F:38])([F:37])[F:32])[CH:19]3[CH2:24][CH2:23][N:22]([C:25]([O:27][C:28]([CH3:31])([CH3:30])[CH3:29])=[O:26])[CH2:21][CH2:20]3)=[CH:13][CH:12]=2)=[CH:7][CH:6]=1)(=[O:3])=[O:4]. (3) Given the reactants [S:1]1[CH:5]=[CH:4][N:3]=[C:2]1[CH:6]([O:24][CH2:25][CH2:26][C:27]1[N:31]([CH3:32])[CH:30]=[N:29][CH:28]=1)[C:7]1[CH:16]=[CH:15][C:10]([C:11]([O:13]C)=[O:12])=[C:9]([C:17]2[CH:22]=[CH:21][C:20]([F:23])=[CH:19][CH:18]=2)[CH:8]=1.[OH-].[Na+], predict the reaction product. The product is: [F:23][C:20]1[CH:19]=[CH:18][C:17]([C:9]2[CH:8]=[C:7]([CH:6]([O:24][CH2:25][CH2:26][C:27]3[N:31]([CH3:32])[CH:30]=[N:29][CH:28]=3)[C:2]3[S:1][CH:5]=[CH:4][N:3]=3)[CH:16]=[CH:15][C:10]=2[C:11]([OH:13])=[O:12])=[CH:22][CH:21]=1. (4) Given the reactants C(OC([N:8]1[CH2:12][CH2:11][CH2:10][CH:9]1[C:13](=[O:37])[CH2:14][N:15]1[C:24]2[CH:23]=[CH:22][C:21]([Cl:25])=[CH:20][C:19]=2[C:18]2=[N:26][N:27](C3CCCCO3)[C:28]([CH3:29])=[C:17]2[C:16]1=[O:36])=O)(C)(C)C.[BH4-].[Na+].[NH4+].[Cl-], predict the reaction product. The product is: [Cl:25][C:21]1[CH:22]=[CH:23][C:24]2[N:15]([CH2:14][CH:13]([OH:37])[CH:9]3[CH2:10][CH2:11][CH2:12][NH:8]3)[C:16](=[O:36])[C:17]3=[C:28]([CH3:29])[NH:27][N:26]=[C:18]3[C:19]=2[CH:20]=1. (5) Given the reactants [CH3:1][S:2][C:3]1[CH:8]=[CH:7][C:6]([N:9]2[C:17]3[C:12](=[CH:13][CH:14]=[C:15]([C:18]([O:20]C)=O)[CH:16]=3)[CH:11]=[CH:10]2)=[CH:5][CH:4]=1.O.[NH2:23][NH2:24], predict the reaction product. The product is: [CH3:1][S:2][C:3]1[CH:8]=[CH:7][C:6]([N:9]2[C:17]3[C:12](=[CH:13][CH:14]=[C:15]([C:18]([NH:23][NH2:24])=[O:20])[CH:16]=3)[CH:11]=[CH:10]2)=[CH:5][CH:4]=1. (6) Given the reactants C(=O)([O-])[O-].[Na+].[Na+].Cl.[Cl:8][C:9]1[N:14]([CH3:15])[C:13](=[O:16])[C:12]([C:17]2[CH:22]=[CH:21][CH:20]=[C:19]([C:23]([F:26])([F:25])[F:24])[CH:18]=2)=[C:11]([C:27]2[CH:32]=[CH:31][N:30]=[CH:29][CH:28]=2)[N:10]=1.[C:33]1([C@@H:39]([NH2:43])[CH2:40][CH2:41][NH2:42])[CH:38]=[CH:37][CH:36]=[CH:35][CH:34]=1, predict the reaction product. The product is: [ClH:8].[NH2:43][C@H:39]([C:33]1[CH:38]=[CH:37][CH:36]=[CH:35][CH:34]=1)[CH2:40][CH2:41][NH:42][C:9]1[N:14]([CH3:15])[C:13](=[O:16])[C:12]([C:17]2[CH:22]=[CH:21][CH:20]=[C:19]([C:23]([F:26])([F:25])[F:24])[CH:18]=2)=[C:11]([C:27]2[CH:32]=[CH:31][N:30]=[CH:29][CH:28]=2)[N:10]=1.